Dataset: Full USPTO retrosynthesis dataset with 1.9M reactions from patents (1976-2016). Task: Predict the reactants needed to synthesize the given product. (1) Given the product [N:14]1[CH:15]=[CH:16][CH:17]=[C:12]([N:18]([C:25]2[CH:26]=[CH:27][CH:28]=[CH:29][CH:30]=2)[C:19]2[CH:24]=[CH:23][CH:22]=[CH:21][CH:20]=2)[CH:13]=1, predict the reactants needed to synthesize it. The reactants are: P(Cl)(C(C)(C)C)C(C)(C)C.Br[C:12]1[CH:13]=[N:14][CH:15]=[CH:16][CH:17]=1.[NH:18]([C:25]1[CH:30]=[CH:29][CH:28]=[CH:27][CH:26]=1)[C:19]1[CH:24]=[CH:23][CH:22]=[CH:21][CH:20]=1.[OH-].[K+]. (2) Given the product [Cl:16][C:17]1[C:18]([C:23]2[N:27]=[CH:26][NH:25][N:24]=2)=[C:19]([NH:22][C:13](=[O:15])[CH2:12][N:3]2[C:4]3[C:9](=[N:8][CH:7]=[CH:6][CH:5]=3)[CH:10]=[CH:11][C:2]2=[O:1])[S:20][CH:21]=1, predict the reactants needed to synthesize it. The reactants are: [O:1]=[C:2]1[CH:11]=[CH:10][C:9]2[C:4](=[CH:5][CH:6]=[CH:7][N:8]=2)[N:3]1[CH2:12][C:13]([OH:15])=O.[Cl:16][C:17]1[C:18]([C:23]2[N:27]=[CH:26][NH:25][N:24]=2)=[C:19]([NH2:22])[S:20][CH:21]=1. (3) Given the product [ClH:48].[ClH:48].[C:23]([C:27]1[CH:28]=[C:29]([C:36]2[CH:37]=[N:38][C:39]([C:42]([F:43])([F:44])[F:45])=[CH:40][CH:41]=2)[C:30]([OH:35])=[C:31]([CH2:32][NH:20][CH2:19][CH2:18][N:17]([CH2:21][CH3:22])[CH2:15][CH3:16])[CH:34]=1)([CH3:26])([CH3:25])[CH3:24], predict the reactants needed to synthesize it. The reactants are: C(O[BH-](OC(=O)C)OC(=O)C)(=O)C.[Na+].[CH2:15]([N:17]([CH2:21][CH3:22])[CH2:18][CH2:19][NH2:20])[CH3:16].[C:23]([C:27]1[CH:28]=[C:29]([C:36]2[CH:37]=[N:38][C:39]([C:42]([F:45])([F:44])[F:43])=[CH:40][CH:41]=2)[C:30]([OH:35])=[C:31]([CH:34]=1)[CH:32]=O)([CH3:26])([CH3:25])[CH3:24].[BH4-].[Na+].[Cl-:48].[NH4+].C(O)C. (4) Given the product [C:14]([C@@H:11]1[CH2:10][CH2:9][C@H:8]([C:6]([O:5][CH2:1][CH2:2][CH2:3][CH3:4])=[O:7])[CH2:13][CH2:12]1)(=[O:16])[CH3:21], predict the reactants needed to synthesize it. The reactants are: [CH2:1]([O:5][C:6]([C@@H:8]1[CH2:13][CH2:12][C@H:11]([C:14]([OH:16])=O)[CH2:10][CH2:9]1)=[O:7])[CH2:2][CH2:3][CH3:4].S(Cl)(Cl)=O.[CH3:21][Li].[Cl-].[NH4+]. (5) Given the product [N:36]1([CH2:35][CH2:34][CH2:33][N:1]2[C:5]3[CH:6]=[CH:7][CH:8]=[CH:9][C:4]=3[N:3]=[C:2]2[CH2:10][N:11]2[C@@H:24]3[C@@H:15]([CH2:16][CH2:17][C:18]4[C:23]3=[N:22][CH:21]=[CH:20][CH:19]=4)[CH2:14][CH2:13][CH2:12]2)[CH2:41][CH2:40][CH2:39][CH2:38][CH2:37]1, predict the reactants needed to synthesize it. The reactants are: [NH:1]1[C:5]2[CH:6]=[CH:7][CH:8]=[CH:9][C:4]=2[N:3]=[C:2]1[CH2:10][N:11]1[C@@H:24]2[C@@H:15]([CH2:16][CH2:17][C:18]3[C:23]2=[N:22][CH:21]=[CH:20][CH:19]=3)[CH2:14][CH2:13][CH2:12]1.C(=O)([O-])[O-].[K+].[K+].Cl.Cl[CH2:33][CH2:34][CH2:35][N:36]1[CH2:41][CH2:40][CH2:39][CH2:38][CH2:37]1.[I-].[K+]. (6) Given the product [NH2:1][C@@H:2]([CH2:3][C:4]1[C:12]2[C:7](=[CH:8][CH:9]=[CH:10][CH:11]=2)[NH:6][CH:5]=1)[CH2:13][OH:14], predict the reactants needed to synthesize it. The reactants are: [NH2:1][C@H:2]([C:13](O)=[O:14])[CH2:3][C:4]1[C:12]2[C:7](=[CH:8][CH:9]=[CH:10][CH:11]=2)[NH:6][CH:5]=1. (7) Given the product [Cl:15][C:10]1[CH:9]=[C:8]([NH:7][C:5](=[O:6])[CH2:4][C:3]([OH:16])=[O:2])[CH:13]=[CH:12][C:11]=1[Cl:14], predict the reactants needed to synthesize it. The reactants are: C[O:2][C:3](=[O:16])[CH2:4][C:5]([NH:7][C:8]1[CH:13]=[CH:12][C:11]([Cl:14])=[C:10]([Cl:15])[CH:9]=1)=[O:6].C1C=CC2N(O)N=NC=2C=1.C(Cl)CCl.C(OCC)(=O)C. (8) Given the product [NH2:13][C:11]1[S:12][C:8]([C:5]2[CH:4]=[C:3]([NH:18][S:19]([CH3:22])(=[O:21])=[O:20])[C:2]([Cl:1])=[N:7][CH:6]=2)=[C:9]([CH3:17])[N:10]=1, predict the reactants needed to synthesize it. The reactants are: [Cl:1][C:2]1[N:7]=[CH:6][C:5]([C:8]2[S:12][C:11]([NH:13]C(=O)C)=[N:10][C:9]=2[CH3:17])=[CH:4][C:3]=1[NH:18][S:19]([CH3:22])(=[O:21])=[O:20].Cl. (9) The reactants are: [CH2:1]([N:3]([CH2:6]C)[CH:4]=O)C.C[O:9][S:10]([O:13]C)(=O)=[O:11].[CH2:15]([NH:17][CH2:18]C)C.[C:20]1([CH3:26])[CH:25]=[CH:24][CH:23]=[CH:22][CH:21]=1. Given the product [C:20]1([CH3:26])[CH:25]=[CH:24][C:23]([S:10]([O-:13])(=[O:11])=[O:9])=[CH:22][CH:21]=1.[CH3:1][N:3]([CH3:6])[CH:4]=[N+:17]([CH3:18])[CH3:15], predict the reactants needed to synthesize it.